This data is from Forward reaction prediction with 1.9M reactions from USPTO patents (1976-2016). The task is: Predict the product of the given reaction. (1) Given the reactants Br.[NH2:2][C@H:3]1[CH2:8][CH2:7][CH2:6][CH2:5][C@H:4]1[C:9]([O:11][CH2:12][CH3:13])=[O:10].[NH:14]1[C:22]2[C:17](=[CH:18][CH:19]=[CH:20][CH:21]=2)[CH:16]=[C:15]1[C:23](O)=[O:24].CCN=C=NCCCN(C)C.C1C=CC2N(O)N=NC=2C=1.CN1CCOCC1, predict the reaction product. The product is: [NH:14]1[C:22]2[C:17](=[CH:18][CH:19]=[CH:20][CH:21]=2)[CH:16]=[C:15]1[C:23]([NH:2][C@H:3]1[CH2:8][CH2:7][CH2:6][CH2:5][C@H:4]1[C:9]([O:11][CH2:12][CH3:13])=[O:10])=[O:24]. (2) Given the reactants [F:1][C:2]1[CH:7]=[CH:6][C:5]([F:8])=[CH:4][C:3]=1[NH:9][C:10](=O)[CH3:11].P12(SP3(SP(SP(S3)(S1)=S)(=S)S2)=S)=[S:14], predict the reaction product. The product is: [F:1][C:2]1[CH:7]=[CH:6][C:5]([F:8])=[CH:4][C:3]=1[NH:9][C:10](=[S:14])[CH3:11]. (3) Given the reactants [Cl:1][C:2]1[N:10]=[C:9]2[C:5]([N:6]([CH2:21][C@H:22]3[CH2:27][CH2:26][C@H:25]([CH3:28])[CH2:24][CH2:23]3)[C:7]([C:11]3([C:15]4[CH:20]=[CH:19][CH:18]=[CH:17][CH:16]=4)[CH2:14][CH2:13][CH2:12]3)=[N:8]2)=[C:4](Cl)[N:3]=1.[Cl:30][C:31]1[CH:32]=[C:33](B(O)O)[CH:34]=[N:35][CH:36]=1.C(=O)([O-])[O-].[Cs+].[Cs+], predict the reaction product. The product is: [Cl:1][C:2]1[N:10]=[C:9]2[C:5]([N:6]([CH2:21][C@H:22]3[CH2:27][CH2:26][C@H:25]([CH3:28])[CH2:24][CH2:23]3)[C:7]([C:11]3([C:15]4[CH:16]=[CH:17][CH:18]=[CH:19][CH:20]=4)[CH2:12][CH2:13][CH2:14]3)=[N:8]2)=[C:4]([C:33]2[CH:34]=[N:35][CH:36]=[C:31]([Cl:30])[CH:32]=2)[N:3]=1. (4) Given the reactants [C:1]([O:5][C:6]([NH:8][C@@H:9]([CH2:13][CH2:14][CH2:15][O:16][Si:17]([C:30]([CH3:33])([CH3:32])[CH3:31])([C:24]1[CH:29]=[CH:28][CH:27]=[CH:26][CH:25]=1)[C:18]1[CH:23]=[CH:22][CH:21]=[CH:20][CH:19]=1)C(O)=O)=[O:7])([CH3:4])([CH3:3])[CH3:2].C(N1CCOCC1)C.[CH2:42]([O:46]N1CCNCC1=C=O)[CH2:43][CH2:44][CH3:45].[B-](F)(F)(F)F.CCOC(C(C#N)=N[O:67][C:68]([N:72]([CH3:74])[CH3:73])=[N+](C)C)=O.[CH3:77][N:78]([CH:80]=[O:81])[CH3:79], predict the reaction product. The product is: [CH2:42]([O:46][C:80]([N:78]1[CH2:79][CH2:73][N:72]([C:68](=[O:67])[C@@H:9]([NH:8][C:6]([O:5][C:1]([CH3:3])([CH3:4])[CH3:2])=[O:7])[CH2:13][CH2:14][CH2:15][O:16][Si:17]([C:30]([CH3:31])([CH3:33])[CH3:32])([C:24]2[CH:29]=[CH:28][CH:27]=[CH:26][CH:25]=2)[C:18]2[CH:19]=[CH:20][CH:21]=[CH:22][CH:23]=2)[CH2:74][CH2:77]1)=[O:81])[CH2:43][CH2:44][CH3:45].